This data is from Full USPTO retrosynthesis dataset with 1.9M reactions from patents (1976-2016). The task is: Predict the reactants needed to synthesize the given product. (1) Given the product [Cl:1][C:2]1[CH:8]=[C:7]([N+:9]([O-:11])=[O:10])[C:5]([NH2:6])=[C:4]([F:12])[C:3]=1[N:19]1[CH2:20][CH2:21][N:16]([CH2:14][CH3:15])[CH2:17][CH2:18]1, predict the reactants needed to synthesize it. The reactants are: [Cl:1][C:2]1[CH:8]=[C:7]([N+:9]([O-:11])=[O:10])[C:5]([NH2:6])=[C:4]([F:12])[C:3]=1F.[CH2:14]([N:16]1[CH2:21][CH2:20][NH:19][CH2:18][CH2:17]1)[CH3:15].C(=O)([O-])[O-].[K+].[K+].O. (2) The reactants are: [N+:1]([C:4]1[CH:13]=[C:12]2[C:7]([C:8]([NH:25][C:26]3[N:27]([C:32]([CH3:35])([CH3:34])[CH3:33])[N:28]=[C:29]([CH3:31])[CH:30]=3)=[N:9][N:10]([C:15]3[CH:20]=[CH:19][C:18]([C:21]([CH3:24])([CH3:23])[CH3:22])=[CH:17][CH:16]=3)[C:11]2=[O:14])=[CH:6][CH:5]=1)([O-])=O. Given the product [NH2:1][C:4]1[CH:13]=[C:12]2[C:7]([C:8]([NH:25][C:26]3[N:27]([C:32]([CH3:35])([CH3:34])[CH3:33])[N:28]=[C:29]([CH3:31])[CH:30]=3)=[N:9][N:10]([C:15]3[CH:16]=[CH:17][C:18]([C:21]([CH3:24])([CH3:23])[CH3:22])=[CH:19][CH:20]=3)[C:11]2=[O:14])=[CH:6][CH:5]=1, predict the reactants needed to synthesize it. (3) Given the product [N:1]1[C:2]([NH:10][C:11](=[O:14])[CH2:12][CH3:13])=[CH:3][N:4]2[CH:9]=[CH:8][N:7]=[CH:6][C:5]=12, predict the reactants needed to synthesize it. The reactants are: [N:1]1[C:2]([NH2:10])=[CH:3][N:4]2[CH:9]=[CH:8][N:7]=[CH:6][C:5]=12.[C:11](O)(=[O:14])[CH2:12][CH3:13].CN(C(ON1N=NC2C=CC=NC1=2)=[N+](C)C)C.F[P-](F)(F)(F)(F)F.CCN(C(C)C)C(C)C. (4) Given the product [C:23]([O:27][C:28]([NH:30][C@@H:31]([CH3:35])[C:32]([N:1]1[C:9]2[C:4](=[CH:5][CH:6]=[CH:7][CH:8]=2)[CH2:3][C@H:2]1[C:10]([O:12][CH2:13][C:14]1[CH:19]=[CH:18][CH:17]=[CH:16][CH:15]=1)=[O:11])=[O:33])=[O:29])([CH3:26])([CH3:25])[CH3:24], predict the reactants needed to synthesize it. The reactants are: [NH:1]1[C:9]2[CH2:8][CH2:7][CH2:6][CH2:5][C:4]=2[CH2:3][C@H:2]1[C:10]([O:12][CH2:13][C:14]1[CH:19]=[CH:18][CH:17]=[CH:16][CH:15]=1)=[O:11].ClCCl.[C:23]([O:27][C:28]([NH:30][C@@H:31]([CH3:35])[C:32](Cl)=[O:33])=[O:29])([CH3:26])([CH3:25])[CH3:24]. (5) Given the product [CH:1]1([CH2:6][C@H:7]([C@@H:55]([OH:56])[CH2:54][CH2:53][C:47]2[CH:52]=[CH:51][CH:50]=[CH:49][CH:48]=2)[C:8]([N:10]2[C@H:14]([CH2:15][C:16]3[CH:21]=[CH:20][CH:19]=[CH:18][CH:17]=3)[CH2:13][O:12][C:11]2=[O:22])=[O:9])[CH2:5][CH2:4][CH2:3][CH2:2]1, predict the reactants needed to synthesize it. The reactants are: [CH:1]1([CH2:6][CH2:7][C:8]([N:10]2[C@H:14]([CH2:15][C:16]3[CH:21]=[CH:20][CH:19]=[CH:18][CH:17]=3)[CH2:13][O:12][C:11]2=[O:22])=[O:9])[CH2:5][CH2:4][CH2:3][CH2:2]1.[O-]S(C(F)(F)F)(=O)=O.C([B+]CCCC)CCC.C(N(CC)CC)C.[C:47]1([CH2:53][CH2:54][CH:55]=[O:56])[CH:52]=[CH:51][CH:50]=[CH:49][CH:48]=1. (6) Given the product [F:14][C:2]([F:1])([CH3:13])[CH2:3][CH2:4][CH2:5][CH2:6][N:7]1[CH:11]=[CH:10][C:9]([NH:12][C:25](=[O:26])/[CH:24]=[CH:23]/[C:18]2[CH:19]=[CH:20][CH:21]=[CH:22][C:17]=2[C:16]([F:28])([F:29])[F:15])=[N:8]1, predict the reactants needed to synthesize it. The reactants are: [F:1][C:2]([F:14])([CH3:13])[CH2:3][CH2:4][CH2:5][CH2:6][N:7]1[CH:11]=[CH:10][C:9]([NH2:12])=[N:8]1.[F:15][C:16]([F:29])([F:28])[C:17]1[CH:22]=[CH:21][CH:20]=[CH:19][C:18]=1/[CH:23]=[CH:24]/[C:25](O)=[O:26]. (7) Given the product [C:22]1([CH2:28][C:29]([N:19]2[CH2:20][CH2:21][C:11]3([NH:10][C:9]4[CH:8]=[C:7]([C:4]5[CH:5]=[CH:6][N:1]=[CH:2][CH:3]=5)[S:15][C:14]=4[C:13](=[O:16])[NH:12]3)[CH2:17][CH2:18]2)=[O:30])[CH:27]=[CH:26][CH:25]=[CH:24][CH:23]=1, predict the reactants needed to synthesize it. The reactants are: [N:1]1[CH:6]=[CH:5][C:4]([C:7]2[S:15][C:14]3[C:13](=[O:16])[NH:12][C:11]4([CH2:21][CH2:20][NH:19][CH2:18][CH2:17]4)[NH:10][C:9]=3[CH:8]=2)=[CH:3][CH:2]=1.[C:22]1([CH2:28][C:29](O)=[O:30])[CH:27]=[CH:26][CH:25]=[CH:24][CH:23]=1.C(N(CC)C(C)C)(C)C.Cl.C(N=C=NCCCN(C)C)C.OC1C2N=NNC=2C=CC=1.C([O-])(O)=O.[Na+]. (8) Given the product [CH3:27][C:25]([O:24][C:23]([NH:22][CH2:21][CH:17]1[CH2:16][CH2:15][CH2:14][C:13]2[CH:12]=[C:11]([NH:10][C:3]3[C:2]([NH:1][CH2:40][C:41]([O:43][CH2:44][CH3:45])=[O:42])=[CH:7][CH:6]=[C:5]([O:8][CH3:9])[N:4]=3)[CH:20]=[CH:19][C:18]1=2)=[O:29])([CH3:26])[CH3:28], predict the reactants needed to synthesize it. The reactants are: [NH2:1][C:2]1[C:3]([NH:10][C:11]2[CH:12]=[C:13]3[C:18](=[CH:19][CH:20]=2)[CH:17]([CH2:21][NH:22][C:23](=[O:29])[O:24][C:25]([CH3:28])([CH3:27])[CH3:26])[CH2:16][CH2:15][CH2:14]3)=[N:4][C:5]([O:8][CH3:9])=[CH:6][CH:7]=1.C(#N)C.C(=O)([O-])[O-].[K+].[K+].Br[CH2:40][C:41]([O:43][CH2:44][CH3:45])=[O:42]. (9) Given the product [N:21]1([CH2:2][C:3]2[C:12]3[C:7](=[CH:8][CH:9]=[CH:10][CH:11]=3)[N:6]=[C:5]([NH2:16])[CH:4]=2)[CH2:26][CH2:25][NH:24][CH2:23][CH2:22]1, predict the reactants needed to synthesize it. The reactants are: Br[CH2:2][C:3]1[C:12]2[C:7](=[CH:8][CH:9]=[CH:10][CH:11]=2)[N:6]=[C:5](Cl)[CH:4]=1.C([N:16](CC)CC)C.[N:21]1(C(OC(C)(C)C)=O)[CH2:26][CH2:25][NH:24][CH2:23][CH2:22]1.C(=O)(O)[O-].[Na+]. (10) Given the product [CH3:9][O:8][C:5]1[CH:6]=[CH:7][C:2]2[N:1]=[CH:13][NH:12][C:10](=[O:11])[C:3]=2[N:4]=1, predict the reactants needed to synthesize it. The reactants are: [NH2:1][C:2]1[C:3]([C:10]([NH2:12])=[O:11])=[N:4][C:5]([O:8][CH3:9])=[CH:6][CH:7]=1.[CH2:13](OC(OCC)OCC)C.